Predict the product of the given reaction. From a dataset of Forward reaction prediction with 1.9M reactions from USPTO patents (1976-2016). (1) Given the reactants Br[C:2]1[CH:11]=[C:10]2[C:5]([C:6]([NH:14][C:15]3[CH:20]=[CH:19][C:18]([S:21][C:22]4[N:23]([CH3:27])[CH:24]=[CH:25][N:26]=4)=[C:17]([Cl:28])[CH:16]=3)=[C:7]([C:12]#[N:13])[CH:8]=[N:9]2)=[CH:4][CH:3]=1.[CH2:29]([N:33]1[CH2:38][CH2:37][N:36]([CH3:39])[CH2:35][CH2:34]1)[CH2:30][C:31]#[CH:32].[CH3:40]C1(C)C(C)(C)OBO1, predict the reaction product. The product is: [Cl:28][C:17]1[CH:16]=[C:15]([NH:14][C:6]2[C:5]3[C:10](=[CH:11][C:2](/[CH:32]=[CH:31]/[CH2:30][CH2:29][N:33]4[CH2:34][CH2:35][N:36]([CH2:39][CH3:40])[CH2:37][CH2:38]4)=[CH:3][CH:4]=3)[N:9]=[CH:8][C:7]=2[C:12]#[N:13])[CH:20]=[CH:19][C:18]=1[S:21][C:22]1[N:23]([CH3:27])[CH:24]=[CH:25][N:26]=1. (2) The product is: [C:36]([O:29][C@H:21]1[CH2:22][C:23]2[C:28](=[CH:27][CH:26]=[CH:25][CH:24]=2)[C@H:20]1[NH:19][C:4]1[C:3]([CH2:1][CH3:2])=[N:8][C:7]([O:9][C:10]2[CH:15]=[C:14]([CH3:16])[CH:13]=[CH:12][N:11]=2)=[C:6]([CH2:17][CH3:18])[N:5]=1)(=[O:38])[CH3:37]. Given the reactants [CH2:1]([C:3]1[C:4]([NH:19][C@@H:20]2[C:28]3[C:23](=[CH:24][CH:25]=[CH:26][CH:27]=3)[CH2:22][C@@H:21]2[OH:29])=[N:5][C:6]([CH2:17][CH3:18])=[C:7]([O:9][C:10]2[CH:15]=[C:14]([CH3:16])[CH:13]=[CH:12][N:11]=2)[N:8]=1)[CH3:2].N1C=CC=CC=1.[C:36](Cl)(=[O:38])[CH3:37], predict the reaction product. (3) Given the reactants Br[CH:2]([C:13]1[CH:14]=[CH:15][C:16]2[N:17]([C:19]([CH:22]([CH3:24])[CH3:23])=[N:20][N:21]=2)[N:18]=1)[C:3]([C:5]1[CH:10]=[CH:9][C:8]([F:11])=[CH:7][C:6]=1[F:12])=O.[NH2:25][C:26]([NH2:28])=[O:27], predict the reaction product. The product is: [F:12][C:6]1[CH:7]=[C:8]([F:11])[CH:9]=[CH:10][C:5]=1[C:3]1[N:25]=[C:26]([NH2:28])[O:27][C:2]=1[C:13]1[CH:14]=[CH:15][C:16]2[N:17]([C:19]([CH:22]([CH3:24])[CH3:23])=[N:20][N:21]=2)[N:18]=1. (4) Given the reactants CC1C=CC(S(O[CH2:12][C:13]2([OH:27])[C:17]3=[C:18]([F:26])[CH:19]=[N:20][C:21]4[CH:22]=[CH:23][C:24](=[O:25])[N:15]([C:16]=43)[CH2:14]2)(=O)=O)=CC=1.[O:28]1[C:37]2[CH:36]=[C:35]([CH2:38][N:39]([CH:47]3[CH2:52][CH2:51][NH:50][CH2:49][CH2:48]3)[C:40](=[O:46])[O:41][C:42]([CH3:45])([CH3:44])[CH3:43])[N:34]=[CH:33][C:32]=2[O:31][CH2:30][CH2:29]1.C(=O)([O-])[O-].[Na+].[Na+], predict the reaction product. The product is: [O:28]1[C:37]2[CH:36]=[C:35]([CH2:38][N:39]([CH:47]3[CH2:52][CH2:51][N:50]([CH2:12][C:13]4([OH:27])[C:17]5=[C:18]([F:26])[CH:19]=[N:20][C:21]6[CH:22]=[CH:23][C:24](=[O:25])[N:15]([C:16]=65)[CH2:14]4)[CH2:49][CH2:48]3)[C:40](=[O:46])[O:41][C:42]([CH3:45])([CH3:44])[CH3:43])[N:34]=[CH:33][C:32]=2[O:31][CH2:30][CH2:29]1. (5) Given the reactants [Cl:1][C:2]1[N:3]=[C:4]([N:15]2[CH2:20][CH2:19][O:18][CH2:17][CH2:16]2)[C:5]2[N:11]=[C:10]([C:12]([OH:14])=O)[CH:9]=[CH:8][C:6]=2[N:7]=1.[NH:21]1[CH2:26][CH2:25][CH:24]([C:27]([OH:30])([CH3:29])[CH3:28])[CH2:23][CH2:22]1.CCN(C(C)C)C(C)C, predict the reaction product. The product is: [Cl:1][C:2]1[N:3]=[C:4]([N:15]2[CH2:20][CH2:19][O:18][CH2:17][CH2:16]2)[C:5]2[N:11]=[C:10]([C:12]([N:21]3[CH2:26][CH2:25][CH:24]([C:27]([OH:30])([CH3:29])[CH3:28])[CH2:23][CH2:22]3)=[O:14])[CH:9]=[CH:8][C:6]=2[N:7]=1. (6) Given the reactants C(OC(N1[C:12](=[O:13])[C:11]([C:15]2[CH:20]=[CH:19][CH:18]=[C:17]([Br:21])[N:16]=2)([CH3:14])[N:10](C(OC(C)(C)C)=O)C1=O)=O)(C)(C)C.[OH-:30].[Na+], predict the reaction product. The product is: [NH2:10][C:11]([C:15]1[CH:20]=[CH:19][CH:18]=[C:17]([Br:21])[N:16]=1)([CH3:14])[C:12]([OH:13])=[O:30].